Dataset: NCI-60 drug combinations with 297,098 pairs across 59 cell lines. Task: Regression. Given two drug SMILES strings and cell line genomic features, predict the synergy score measuring deviation from expected non-interaction effect. (1) Drug 1: CNC(=O)C1=CC=CC=C1SC2=CC3=C(C=C2)C(=NN3)C=CC4=CC=CC=N4. Drug 2: CS(=O)(=O)C1=CC(=C(C=C1)C(=O)NC2=CC(=C(C=C2)Cl)C3=CC=CC=N3)Cl. Cell line: NCI-H226. Synergy scores: CSS=11.1, Synergy_ZIP=-0.566, Synergy_Bliss=2.46, Synergy_Loewe=-0.989, Synergy_HSA=0.863. (2) Drug 2: CN(C(=O)NC(C=O)C(C(C(CO)O)O)O)N=O. Cell line: SF-268. Synergy scores: CSS=31.4, Synergy_ZIP=2.02, Synergy_Bliss=1.82, Synergy_Loewe=2.83, Synergy_HSA=3.54. Drug 1: C1=C(C(=O)NC(=O)N1)F. (3) Drug 1: CS(=O)(=O)C1=CC(=C(C=C1)C(=O)NC2=CC(=C(C=C2)Cl)C3=CC=CC=N3)Cl. Drug 2: CNC(=O)C1=NC=CC(=C1)OC2=CC=C(C=C2)NC(=O)NC3=CC(=C(C=C3)Cl)C(F)(F)F. Cell line: OVCAR-4. Synergy scores: CSS=10.6, Synergy_ZIP=-5.54, Synergy_Bliss=-3.60, Synergy_Loewe=-11.0, Synergy_HSA=-5.55.